This data is from Full USPTO retrosynthesis dataset with 1.9M reactions from patents (1976-2016). The task is: Predict the reactants needed to synthesize the given product. Given the product [NH2:1][C:2]1[N:10]=[CH:9][CH:8]=[CH:7][C:3]=1[C:4]([O:6][CH3:15])=[O:5], predict the reactants needed to synthesize it. The reactants are: [NH2:1][C:2]1[N:10]=[CH:9][CH:8]=[CH:7][C:3]=1[C:4]([OH:6])=[O:5].S(Cl)(Cl)=O.[CH3:15]O.